Dataset: Reaction yield outcomes from USPTO patents with 853,638 reactions. Task: Predict the reaction yield, written as a fraction of the theoretical maximum amount of product (1.0 means a 100% yield; for example, 0.34 means a 34% yield). (1) The reactants are [Br:1][C:2]1[CH:3]=[C:4]2[N:10]=[C:9]([C:11]3[CH:20]=[CH:19][C:14]([O:15][CH2:16][CH2:17]O)=[CH:13][CH:12]=3)[NH:8][C:5]2=[N:6][CH:7]=1.S(Cl)([Cl:23])=O. No catalyst specified. The product is [Br:1][C:2]1[CH:3]=[C:4]2[N:10]=[C:9]([C:11]3[CH:20]=[CH:19][C:14]([O:15][CH2:16][CH2:17][Cl:23])=[CH:13][CH:12]=3)[NH:8][C:5]2=[N:6][CH:7]=1. The yield is 1.00. (2) The reactants are [NH2:1][C:2]1[NH:6][N:5]=[C:4]([OH:7])[C:3]=1[C:8]1[CH:13]=[CH:12][CH:11]=[CH:10][N:9]=1.[O:14]1[C:18]2[CH:19]=[C:20](C(=O)CC(OCCCC)=O)[CH:21]=[CH:22][C:17]=2[CH:16]=[CH:15]1.CC1C=CC(S(O)(=O)=O)=CC=1.[CH2:44]([OH:48])[CH2:45][CH2:46]C. No catalyst specified. The product is [O:14]1[C:18]2[CH:19]=[CH:20][C:21]([C:46]3[NH:1][C:2]4[N:6]([N:5]=[C:4]([OH:7])[C:3]=4[C:8]4[CH:13]=[CH:12][CH:11]=[CH:10][N:9]=4)[C:44](=[O:48])[CH:45]=3)=[CH:22][C:17]=2[CH:16]=[CH:15]1. The yield is 0.250. (3) The reactants are C(O[C:6](=[O:12])[O:7][C:8]([CH3:11])([CH3:10])[CH3:9])(C)(C)C.[NH:13]1[C:21]2[C:16](=[CH:17][CH:18]=[CH:19][CH:20]=2)[CH2:15][CH2:14]1.[OH-].[Na+]. The catalyst is C(Cl)Cl.O. The product is [N:13]1([C:6]([O:7][C:8]([CH3:9])([CH3:10])[CH3:11])=[O:12])[C:21]2[C:16](=[CH:17][CH:18]=[CH:19][CH:20]=2)[CH2:15][CH2:14]1. The yield is 0.680. (4) The reactants are C([N:8](CC1C=CC=CC=1)[CH:9]1[CH2:13][CH:12]([C:14]([O:16][CH2:17][CH3:18])=[O:15])[CH:11]([CH2:19][CH3:20])[CH2:10]1)C1C=CC=CC=1.[H][H]. The catalyst is CCO.[OH-].[OH-].[Pd+2]. The product is [NH2:8][CH:9]1[CH2:13][CH:12]([C:14]([O:16][CH2:17][CH3:18])=[O:15])[CH:11]([CH2:19][CH3:20])[CH2:10]1. The yield is 0.990. (5) The reactants are Br[CH:2]([C:14]1[CH:19]=[CH:18][CH:17]=[CH:16][CH:15]=1)[C:3]([O:5][C@H:6]([C:8]1[CH:13]=[CH:12][CH:11]=[CH:10][CH:9]=1)[CH3:7])=[O:4].C(N(CC)CC)C.[CH3:27][C:28]1([OH:34])[CH2:33][CH2:32][NH:31][CH2:30][CH2:29]1. The catalyst is C1COCC1.[I-].C([N+](CCCC)(CCCC)CCCC)CCC.C(OCC)(=O)C. The product is [OH:34][C:28]1([CH3:27])[CH2:33][CH2:32][N:31]([C@H:2]([C:14]2[CH:19]=[CH:18][CH:17]=[CH:16][CH:15]=2)[C:3]([O:5][C@H:6]([C:8]2[CH:13]=[CH:12][CH:11]=[CH:10][CH:9]=2)[CH3:7])=[O:4])[CH2:30][CH2:29]1. The yield is 0.600. (6) The catalyst is C(O)(C)C. The yield is 0.950. The product is [C:23]([O:28][C@@H:29]([C:31]1[N:32]=[C:33]([N:8]2[CH2:9][CH2:10][C:11]3[N:3]([CH3:2])[N:4]([C:13]4[CH:22]=[N:21][C:20]5[C:15](=[CH:16][CH:17]=[CH:18][CH:19]=5)[N:14]=4)[C:5](=[O:12])[C:6]=3[CH2:7]2)[CH:34]=[CH:35][N:36]=1)[CH3:30])(=[O:27])[CH2:24][CH2:25][CH3:26]. The reactants are Cl.[CH3:2][N:3]1[C:11]2[CH2:10][CH2:9][NH:8][CH2:7][C:6]=2[C:5](=[O:12])[N:4]1[C:13]1[CH:22]=[N:21][C:20]2[C:15](=[CH:16][CH:17]=[CH:18][CH:19]=2)[N:14]=1.[C:23]([O:28][C@@H:29]([C:31]1[N:36]=[C:35](Cl)[CH:34]=[CH:33][N:32]=1)[CH3:30])(=[O:27])[CH2:24][CH2:25][CH3:26].C(N(CC)CC)C.